This data is from Forward reaction prediction with 1.9M reactions from USPTO patents (1976-2016). The task is: Predict the product of the given reaction. (1) The product is: [CH3:28][C:15]1[N:16]([CH2:20][O:21][CH2:22][CH2:23][Si:24]([CH3:26])([CH3:25])[CH3:27])[C:17]2[CH:18]=[C:6]([C:5]([O:9][CH2:10][CH3:11])=[O:8])[S:7][C:13]=2[N:14]=1. Given the reactants CC[O-].[Na+].[C:5]([O:9][CH2:10][CH3:11])(=[O:8])[CH2:6][SH:7].Br[C:13]1[N:14]=[C:15]([CH3:28])[N:16]([CH2:20][O:21][CH2:22][CH2:23][Si:24]([CH3:27])([CH3:26])[CH3:25])[C:17]=1[CH:18]=O.CCCCCC, predict the reaction product. (2) Given the reactants [Cl:1][C:2]1[CH:10]=[C:9]2[C:5]([CH:6]([C:12]3[CH:17]=[CH:16][C:15]([CH:18]([CH3:20])[CH3:19])=[CH:14][CH:13]=3)[C:7](=[O:11])[NH:8]2)=[CH:4][CH:3]=1.[Cl:21][C:22]1[CH:23]=[C:24]([CH:27]=[CH:28][CH:29]=1)[CH2:25]Br.[I-].[K+].C(=O)([O-])[O-].[K+].[K+], predict the reaction product. The product is: [Cl:1][C:2]1[CH:10]=[C:9]2[C:5]([C:6]([CH2:25][C:24]3[CH:27]=[CH:28][CH:29]=[C:22]([Cl:21])[CH:23]=3)([C:12]3[CH:17]=[CH:16][C:15]([CH:18]([CH3:20])[CH3:19])=[CH:14][CH:13]=3)[C:7](=[O:11])[NH:8]2)=[CH:4][CH:3]=1. (3) The product is: [C:1]([C:5]1[CH:6]=[C:7]([CH:20]=[C:21]([C:23]([CH3:26])([CH3:25])[CH3:24])[CH:22]=1)[C:8]([NH:10][C:11]1([C:17]([Cl:30])=[O:18])[CH2:16][CH2:15][CH2:14][CH2:13][CH2:12]1)=[O:9])([CH3:4])([CH3:3])[CH3:2]. Given the reactants [C:1]([C:5]1[CH:6]=[C:7]([CH:20]=[C:21]([C:23]([CH3:26])([CH3:25])[CH3:24])[CH:22]=1)[C:8]([NH:10][C:11]1([C:17](O)=[O:18])[CH2:16][CH2:15][CH2:14][CH2:13][CH2:12]1)=[O:9])([CH3:4])([CH3:3])[CH3:2].C(Cl)(=O)C([Cl:30])=O.CN(C=O)C, predict the reaction product. (4) Given the reactants [F:1][C:2]1[CH:21]=[CH:20][C:5]([CH2:6][NH:7][C:8](=[O:19])[C:9]2[C:14]([OH:15])=[C:13]([O:16][CH3:17])[C:12]([CH3:18])=[N:11][CH:10]=2)=[CH:4][CH:3]=1.[CH2:22](O)[C:23]1[CH:28]=[CH:27][CH:26]=[CH:25][CH:24]=1.C(P(CCCC)CCCC)CCC.N(C(OC(C)C)=O)=NC(OC(C)C)=O.C1(C)C=CC=CC=1, predict the reaction product. The product is: [CH2:22]([O:15][C:14]1[C:9]([C:8]([NH:7][CH2:6][C:5]2[CH:4]=[CH:3][C:2]([F:1])=[CH:21][CH:20]=2)=[O:19])=[CH:10][N:11]=[C:12]([CH3:18])[C:13]=1[O:16][CH3:17])[C:23]1[CH:28]=[CH:27][CH:26]=[CH:25][CH:24]=1. (5) Given the reactants [C:1]([O:5][C:6](=[O:25])[NH:7][CH:8]1[CH2:13][C@@H:12]([C:14]2[C:19]([F:20])=[CH:18][CH:17]=[C:16]([F:21])[C:15]=2[F:22])[C@@H:11]([CH3:23])[NH:10][C:9]1=[O:24])([CH3:4])([CH3:3])[CH3:2].C(O[K])(C)(C)C, predict the reaction product. The product is: [C:1]([O:5][C:6](=[O:25])[NH:7][C@H:8]1[CH2:13][C@@H:12]([C:14]2[C:19]([F:20])=[CH:18][CH:17]=[C:16]([F:21])[C:15]=2[F:22])[C@@H:11]([CH3:23])[NH:10][C:9]1=[O:24])([CH3:3])([CH3:2])[CH3:4]. (6) Given the reactants [C:1]([O:5][C:6]([N:8]1[CH2:13][CH2:12][NH:11][CH2:10][CH2:9]1)=[O:7])([CH3:4])([CH3:3])[CH3:2].[H-].[Na+].Br[CH2:17][C:18]#[N:19].CO, predict the reaction product. The product is: [C:1]([O:5][C:6]([N:8]1[CH2:13][CH2:12][N:11]([CH2:17][C:18]#[N:19])[CH2:10][CH2:9]1)=[O:7])([CH3:4])([CH3:2])[CH3:3]. (7) Given the reactants [NH2:1][CH2:2][CH2:3][C:4]([CH3:42])([CH3:41])[CH2:5][CH:6]([NH:29][S:30]([C:33]1[CH:38]=[CH:37][C:36]([O:39][CH3:40])=[CH:35][CH:34]=1)(=[O:32])=[O:31])[C@H:7]([OH:28])[C@@H:8]([NH:16][C:17](=[O:27])[O:18][C@@H:19]1[C@H:26]2[C@H:22]([O:23][CH2:24][CH2:25]2)[O:21][CH2:20]1)[CH2:9][C:10]1[CH:15]=[CH:14][CH:13]=[CH:12][CH:11]=1.NCCC(C)(C)CC(NS(C1C=CC(OC)=CC=1)(=O)=O)[C@H](O)[C@@H](NC(=O)O[C@H]1[C@@H]2[C@@H](OCC2)OC1)CC1C=CC=CC=1.C(N(CC)C(C)C)(C)C.[CH3:94][N:95]([CH3:99])[C:96](Cl)=[O:97], predict the reaction product. The product is: [CH2:9]([C@H:8]([NH:16][C:17](=[O:27])[O:18][C@H:19]1[C@@H:26]2[C@@H:22]([O:23][CH2:24][CH2:25]2)[O:21][CH2:20]1)[C@@H:7]([OH:28])[CH:6]([NH:29][S:30]([C:33]1[CH:38]=[CH:37][C:36]([O:39][CH3:40])=[CH:35][CH:34]=1)(=[O:32])=[O:31])[CH2:5][C:4]([CH3:42])([CH3:41])[CH2:3][CH2:2][NH:1][C:96]([N:95]([CH3:99])[CH3:94])=[O:97])[C:10]1[CH:15]=[CH:14][CH:13]=[CH:12][CH:11]=1.